From a dataset of Full USPTO retrosynthesis dataset with 1.9M reactions from patents (1976-2016). Predict the reactants needed to synthesize the given product. (1) Given the product [Cl:1][C:2]1[CH:7]=[CH:6][C:5]([CH:8]([OH:34])[CH2:9][S:10][C@H:11]2[C:14](=[O:15])[N:13]([C:16]3[CH:21]=[CH:20][C:19]([F:22])=[CH:18][CH:17]=3)[C@@H:12]2[C:23]2[CH:33]=[CH:32][C:26]([O:27][CH2:28][C:29]([NH:73][CH2:74][C:75]([NH:77][C@@H:78]([C:86]([OH:88])=[O:87])[CH2:79][CH:80]3[CH2:85][CH2:84][CH2:83][CH2:82][CH2:81]3)=[O:76])=[O:30])=[CH:25][CH:24]=2)=[CH:4][C:3]=1[CH3:35], predict the reactants needed to synthesize it. The reactants are: [Cl:1][C:2]1[CH:7]=[CH:6][C:5]([C:8](=[O:34])[CH2:9][S:10][C@H:11]2[C:14](=[O:15])[N:13]([C:16]3[CH:21]=[CH:20][C:19]([F:22])=[CH:18][CH:17]=3)[C@@H:12]2[C:23]2[CH:33]=[CH:32][C:26]([O:27][CH2:28][C:29](O)=[O:30])=[CH:25][CH:24]=2)=[CH:4][C:3]=1[CH3:35].CN1CCOCC1.CN(C(ON1N=NC2C=CC=CC1=2)=[N+](C)C)C.[B-](F)(F)(F)F.ClC1C=CC(O)=CC=1.[NH2:73][CH2:74][C:75]([NH:77][C@@H:78]([C:86]([OH:88])=[O:87])[CH2:79][CH:80]1[CH2:85][CH2:84][CH2:83][CH2:82][CH2:81]1)=[O:76].[Li+].[Cl-]. (2) Given the product [NH2:1][C:2]1[N:3]=[CH:4][C:5]2[CH2:6][C:7](=[O:24])[NH:8][C:9]3[CH:16]=[C:15]([Cl:17])[C:14]([CH2:18][CH2:19][CH2:20][N:21]([CH3:22])[CH3:23])=[CH:13][C:10]=3[C:11]=2[N:12]=1, predict the reactants needed to synthesize it. The reactants are: [NH2:1][C:2]1[N:3]=[CH:4][C:5]2[CH2:6][C:7](=[O:24])[NH:8][C:9]3[CH:16]=[C:15]([Cl:17])[C:14]([C:18]#[C:19][CH2:20][N:21]([CH3:23])[CH3:22])=[CH:13][C:10]=3[C:11]=2[N:12]=1.